This data is from Catalyst prediction with 721,799 reactions and 888 catalyst types from USPTO. The task is: Predict which catalyst facilitates the given reaction. (1) Reactant: [Cl-].[OH:2][CH2:3][CH2:4][N+:5]1([CH3:10])[CH2:9][CH2:8][CH2:7][CH2:6]1.C(N(C(C)C)CC)(C)C.[CH3:20][S:21]([Cl:24])(=[O:23])=[O:22].[Cl-].C[N+]1(CCOS(OC)(=O)=O)CCCC1. Product: [Cl-:24].[CH3:10][N+:5]1([CH2:4][CH2:3][O:2][S:21]([CH3:20])(=[O:23])=[O:22])[CH2:9][CH2:8][CH2:7][CH2:6]1. The catalyst class is: 4. (2) Reactant: [C:1]1([C:7]2([CH2:13][O:14][CH2:15][C:16]3[CH:17]=[C:18]([C:25]([F:28])([F:27])[F:26])[CH:19]=[C:20]4[C:24]=3[NH:23][N:22]=[CH:21]4)[CH2:12][CH2:11][NH:10][CH2:9][CH2:8]2)[CH:6]=[CH:5][CH:4]=[CH:3][CH:2]=1.[C:29]([BH3-])#N.[Na+].C=O.C(O)(=O)C. Product: [CH3:29][N:10]1[CH2:11][CH2:12][C:7]([CH2:13][O:14][CH2:15][C:16]2[CH:17]=[C:18]([C:25]([F:27])([F:26])[F:28])[CH:19]=[C:20]3[C:24]=2[NH:23][N:22]=[CH:21]3)([C:1]2[CH:2]=[CH:3][CH:4]=[CH:5][CH:6]=2)[CH2:8][CH2:9]1. The catalyst class is: 477.